Dataset: Full USPTO retrosynthesis dataset with 1.9M reactions from patents (1976-2016). Task: Predict the reactants needed to synthesize the given product. (1) Given the product [OH:8][CH2:7][C:6]1[CH:9]=[C:10]([CH3:11])[C:3]([CH2:2][NH:1][C:19](=[O:21])[CH3:20])=[C:4]([CH3:12])[CH:5]=1, predict the reactants needed to synthesize it. The reactants are: [NH2:1][CH2:2][C:3]1[C:10]([CH3:11])=[CH:9][C:6]([CH2:7][OH:8])=[CH:5][C:4]=1[CH3:12].C(=O)([O-])[O-].[K+].[K+].[C:19](Cl)(=[O:21])[CH3:20]. (2) Given the product [N:60]([CH2:24][C@H:23]1[O:22][C@@H:21]([N:26]2[C:43]3[N:42]=[CH:41][N:40]=[C:30]([NH:31][C:32](=[O:39])[C:33]4[CH:38]=[CH:37][CH:36]=[CH:35][CH:34]=4)[C:29]=3[N:28]=[CH:27]2)[C@H:20]([O:44][CH3:45])[C@@H:19]1[O:18][Si:1]([C:14]([CH3:15])([CH3:16])[CH3:17])([C:8]1[CH:9]=[CH:10][CH:11]=[CH:12][CH:13]=1)[C:2]1[CH:3]=[CH:4][CH:5]=[CH:6][CH:7]=1)=[N+:61]=[N-:62], predict the reactants needed to synthesize it. The reactants are: [Si:1]([O:18][C@@H:19]1[C@@H:23]([CH2:24]O)[O:22][C@@H:21]([N:26]2[C:43]3[N:42]=[CH:41][N:40]=[C:30]([NH:31][C:32](=[O:39])[C:33]4[CH:38]=[CH:37][CH:36]=[CH:35][CH:34]=4)[C:29]=3[N:28]=[CH:27]2)[C@@H:20]1[O:44][CH3:45])([C:14]([CH3:17])([CH3:16])[CH3:15])([C:8]1[CH:13]=[CH:12][CH:11]=[CH:10][CH:9]=1)[C:2]1[CH:7]=[CH:6][CH:5]=[CH:4][CH:3]=1.[N+](C1C=CC(S(Cl)(=O)=O)=CC=1)([O-])=O.[Li][N:60]=[N+:61]=[N-:62]. (3) Given the product [Si:33]([O:40][CH2:41][CH2:42][N:43]([CH3:44])[C:30]([C:10]1[C:9]([O:8][CH2:1][C:2]2[CH:7]=[CH:6][CH:5]=[CH:4][CH:3]=2)=[C:14]([OH:15])[N:13]=[C:12]([CH2:16][C:17]2[CH:22]=[CH:21][CH:20]=[CH:19][C:18]=2[C:23]2[CH:28]=[CH:27][CH:26]=[CH:25][C:24]=2[Cl:29])[N:11]=1)=[O:31])([C:36]([CH3:39])([CH3:38])[CH3:37])([CH3:34])[CH3:35], predict the reactants needed to synthesize it. The reactants are: [CH2:1]([O:8][C:9]1[C:10]([C:30](O)=[O:31])=[N:11][C:12]([CH2:16][C:17]2[CH:22]=[CH:21][CH:20]=[CH:19][C:18]=2[C:23]2[CH:28]=[CH:27][CH:26]=[CH:25][C:24]=2[Cl:29])=[N:13][C:14]=1[OH:15])[C:2]1[CH:7]=[CH:6][CH:5]=[CH:4][CH:3]=1.[Si:33]([O:40][CH2:41][CH2:42][NH:43][CH3:44])([C:36]([CH3:39])([CH3:38])[CH3:37])([CH3:35])[CH3:34].[Si](OCCN(C)C(C1C(OCC2C=CC=CC=2)=C(O)N=C(CC2C=CC=CC=2C2C=CC=CC=2)N=1)=O)(C(C)(C)C)(C)C.